This data is from Forward reaction prediction with 1.9M reactions from USPTO patents (1976-2016). The task is: Predict the product of the given reaction. (1) Given the reactants [CH3:1][O:2][C:3]([C:5]1[N:6]([CH3:35])[C:7]([S:10]([N:13]2[CH2:18][CH2:17][CH:16]([S:19][C:20]3[CH:25]=[C:24]([C:26]([CH3:29])([CH3:28])[CH3:27])[C:23]([OH:30])=[C:22]([C:31]([CH3:34])([CH3:33])[CH3:32])[CH:21]=3)[CH2:15][CH2:14]2)(=[O:12])=[O:11])=[CH:8][CH:9]=1)=[O:4].Br[CH2:37][CH2:38][CH2:39][OH:40].C([O-])([O-])=O.[K+].[K+].[NH4+].[Cl-], predict the reaction product. The product is: [CH3:1][O:2][C:3]([C:5]1[N:6]([CH3:35])[C:7]([S:10]([N:13]2[CH2:18][CH2:17][CH:16]([S:19][C:20]3[CH:25]=[C:24]([C:26]([CH3:27])([CH3:28])[CH3:29])[C:23]([O:30][CH2:37][CH2:38][CH2:39][OH:40])=[C:22]([C:31]([CH3:34])([CH3:33])[CH3:32])[CH:21]=3)[CH2:15][CH2:14]2)(=[O:11])=[O:12])=[CH:8][CH:9]=1)=[O:4]. (2) Given the reactants [F:1][C:2]1[C:10](I)=[C:9]2[C:5]([CH2:6][N:7]([CH2:13][C:14]3[CH:19]=[CH:18][C:17]([O:20][C:21]([F:24])([F:23])[F:22])=[CH:16][CH:15]=3)[C:8]2=[O:12])=[CH:4][CH:3]=1.[CH3:25][N:26](C=O)C, predict the reaction product. The product is: [F:1][C:2]1[CH:3]=[CH:4][C:5]2[CH2:6][N:7]([CH2:13][C:14]3[CH:19]=[CH:18][C:17]([O:20][C:21]([F:24])([F:23])[F:22])=[CH:16][CH:15]=3)[C:8](=[O:12])[C:9]=2[C:10]=1[C:25]#[N:26]. (3) Given the reactants C([O:3][C:4]([C:6]1([NH:15][C:16]([C:18]2[S:22][C:21]3[CH:23]=[CH:24][C:25]([Cl:27])=[CH:26][C:20]=3[C:19]=2[CH3:28])=[O:17])[CH2:14][C:13]2[C:8](=[CH:9][CH:10]=[CH:11][CH:12]=2)[CH2:7]1)=[O:5])C.CO.O.[Li+].[OH-], predict the reaction product. The product is: [Cl:27][C:25]1[CH:24]=[CH:23][C:21]2[S:22][C:18]([C:16]([NH:15][C:6]3([C:4]([OH:5])=[O:3])[CH2:14][C:13]4[C:8](=[CH:9][CH:10]=[CH:11][CH:12]=4)[CH2:7]3)=[O:17])=[C:19]([CH3:28])[C:20]=2[CH:26]=1.